Binary Classification. Given a miRNA mature sequence and a target amino acid sequence, predict their likelihood of interaction. From a dataset of Experimentally validated miRNA-target interactions with 360,000+ pairs, plus equal number of negative samples. The miRNA is hsa-miR-4499 with sequence AAGACUGAGAGGAGGGA. The protein sequence of the target gene is MSRPVRNRKVVDYSQFQESDDADEDYGRDSGPPTKKIRSSPREAKNKRRSGKNSQEDSEDSEDKDVKTKKDDSHSAEDSEDEKEDHKNVRQQRQAASKAASKQREMLMEDVGSEEEQEEEDEAPFQEKDSGSDEDFLMEDDDDSDYGSSKKKNKKMVKKSKPERKEKKMPKPRLKATVTPSPVKGKGKVGRPTASKASKEKTPSPKEEDEEPESPPEKKTSTSPPPEKSGDEGSEDEAPSGED. Result: 1 (interaction).